Dataset: Catalyst prediction with 721,799 reactions and 888 catalyst types from USPTO. Task: Predict which catalyst facilitates the given reaction. (1) Reactant: [CH3:1][S:2][C:3]1[CH:8]=[CH:7][C:6]([CH2:9][C:10]2[C:11](=[O:19])[NH:12][NH:13][C:14]=2[C:15]([F:18])([F:17])[F:16])=[CH:5][CH:4]=1.[CH3:20][C:21]([O:23][CH2:24][C@H:25]1[O:30][C@H:29](Br)[C@H:28]([O:32][C:33]([CH3:35])=[O:34])[C@@H:27]([O:36][C:37]([CH3:39])=[O:38])[C@@H:26]1[O:40][C:41]([CH3:43])=[O:42])=[O:22].C(=O)([O-])[O-].[K+].[K+].O. Product: [CH3:1][S:2][C:3]1[CH:8]=[CH:7][C:6]([CH2:9][C:10]2[C:11]([O:19][C@@H:29]3[O:30][C@H:25]([CH2:24][O:23][C:21](=[O:22])[CH3:20])[C@@H:26]([O:40][C:41](=[O:42])[CH3:43])[C@H:27]([O:36][C:37](=[O:38])[CH3:39])[C@H:28]3[O:32][C:33](=[O:34])[CH3:35])=[N:12][NH:13][C:14]=2[C:15]([F:18])([F:17])[F:16])=[CH:5][CH:4]=1. The catalyst class is: 10. (2) Reactant: [NH2:1][C:2]1[CH:27]=[CH:26][C:5]([C:6]([NH:8][C:9]2[S:13][C:12]([NH:14][C:15]3[CH:20]=[CH:19][C:18]([O:21][CH3:22])=[CH:17][CH:16]=3)=[N:11][C:10]=2[C:23]([NH2:25])=[O:24])=[O:7])=[CH:4][C:3]=1[N+:28]([O-])=O.[NH4+].[Cl-]. Product: [NH2:28][C:3]1[CH:4]=[C:5]([CH:26]=[CH:27][C:2]=1[NH2:1])[C:6]([NH:8][C:9]1[S:13][C:12]([NH:14][C:15]2[CH:16]=[CH:17][C:18]([O:21][CH3:22])=[CH:19][CH:20]=2)=[N:11][C:10]=1[C:23]([NH2:25])=[O:24])=[O:7]. The catalyst class is: 190. (3) Reactant: [F:1][C:2]1[C:3]([O:30][CH3:31])=[C:4]([CH:27]=[CH:28][CH:29]=1)[C:5]([NH:7]/[C:8](/[CH3:26])=[C:9](/[C:20]1[CH:25]=[CH:24][CH:23]=[CH:22][CH:21]=1)\[C:10](=[O:19])[NH:11][CH2:12][CH2:13][C:14]1[S:15][CH:16]=[CH:17][CH:18]=1)=O.[OH-].[K+].Cl. Product: [F:1][C:2]1[C:3]([O:30][CH3:31])=[C:4]([C:5]2[N:11]([CH2:12][CH2:13][C:14]3[S:15][CH:16]=[CH:17][CH:18]=3)[C:10](=[O:19])[C:9]([C:20]3[CH:25]=[CH:24][CH:23]=[CH:22][CH:21]=3)=[C:8]([CH3:26])[N:7]=2)[CH:27]=[CH:28][CH:29]=1. The catalyst class is: 8. (4) Reactant: [NH2:1][C:2]1[S:3][CH:4]=[C:5]([C:7]2[O:8][CH:9]=[CH:10][CH:11]=2)[N:6]=1.[Br:12]N1C(=O)CCC1=O.O. Product: [NH2:1][C:2]1[S:3][C:4]([Br:12])=[C:5]([C:7]2[O:8][CH:9]=[CH:10][CH:11]=2)[N:6]=1. The catalyst class is: 22. (5) Reactant: [F:1][C:2]1[CH:7]=[CH:6][C:5]([N+:8]([O-])=O)=[CH:4][C:3]=1[N:11]([C:19]([O:21][C:22]([CH3:25])([CH3:24])[CH3:23])=[O:20])[C:12]([O:14][C:15]([CH3:18])([CH3:17])[CH3:16])=[O:13]. Product: [NH2:8][C:5]1[CH:6]=[CH:7][C:2]([F:1])=[C:3]([N:11]([C:19]([O:21][C:22]([CH3:25])([CH3:24])[CH3:23])=[O:20])[C:12]([O:14][C:15]([CH3:17])([CH3:18])[CH3:16])=[O:13])[CH:4]=1. The catalyst class is: 129. (6) Reactant: [Cl:1][C:2]1[C:3]([NH:23][C:24]2[CH:28]=[C:27]([CH3:29])[NH:26][N:25]=2)=[N:4][C:5]([NH:8][C:9]2[CH:14]=[C:13]([CH3:15])[C:12]([CH:16]3[CH2:21][CH2:20][NH:19][CH2:18][CH2:17]3)=[CH:11][C:10]=2[F:22])=[N:6][CH:7]=1.Br[CH2:31][CH2:32][OH:33]. Product: [Cl:1][C:2]1[C:3]([NH:23][C:24]2[CH:28]=[C:27]([CH3:29])[NH:26][N:25]=2)=[N:4][C:5]([NH:8][C:9]2[C:10]([F:22])=[CH:11][C:12]([CH:16]3[CH2:17][CH2:18][N:19]([CH2:31][CH2:32][OH:33])[CH2:20][CH2:21]3)=[C:13]([CH3:15])[CH:14]=2)=[N:6][CH:7]=1. The catalyst class is: 3. (7) Reactant: [Cl:1][C:2]1[CH:7]=[CH:6][C:5]([C@H:8]([NH:11][C:12](=[O:18])[O:13][C:14]([CH3:17])([CH3:16])[CH3:15])[CH2:9][CH3:10])=[C:4]([F:19])[C:3]=1[C:20]([C:22]1[CH:23]=[N:24][C:25](Cl)=[CH:26][CH:27]=1)=[O:21].[CH3:29][O:30][C:31]1[CH:38]=[CH:37][C:34]([CH2:35][NH2:36])=[CH:33][CH:32]=1. Product: [Cl:1][C:2]1[CH:7]=[CH:6][C:5]([C@H:8]([NH:11][C:12](=[O:18])[O:13][C:14]([CH3:17])([CH3:16])[CH3:15])[CH2:9][CH3:10])=[C:4]([F:19])[C:3]=1[C:20]([C:22]1[CH:23]=[N:24][C:25]([NH:36][CH2:35][C:34]2[CH:37]=[CH:38][C:31]([O:30][CH3:29])=[CH:32][CH:33]=2)=[CH:26][CH:27]=1)=[O:21]. The catalyst class is: 197. (8) The catalyst class is: 45. Reactant: Br[C:2]12[CH2:11][CH:6]3[CH2:7][CH:8]([CH2:10][CH:4]([CH2:5]3)[CH2:3]1)[CH2:9]2.C(=O)([O-])[O-].[K+].[K+].[CH3:18][O:19][C:20]1[CH:25]=[CH:24][CH:23]=[CH:22][C:21]=1[CH3:26]. Product: [CH3:18][O:19][C:20]1[CH:25]=[CH:24][C:23]([C:2]23[CH2:11][CH:6]4[CH2:7][CH:8]([CH2:10][CH:4]([CH2:5]4)[CH2:3]2)[CH2:9]3)=[CH:22][C:21]=1[CH3:26]. (9) Reactant: [Cl:1][C:2]1[CH:7]=[C:6]2[NH:8][C:9](=[O:39])[C:10]3([CH:15]([C:16]4[CH:21]=[C:20]([Cl:22])[CH:19]=[CH:18][C:17]=4[O:23][C:24]([C:27]([OH:29])=O)([CH3:26])[CH3:25])[CH2:14][C:13](=[O:30])[NH:12][CH:11]3[C:31]3[CH:36]=[C:35]([Cl:37])[CH:34]=[CH:33][C:32]=3[F:38])[C:5]2=[CH:4][CH:3]=1.Cl.[CH3:41][NH:42][CH3:43].CCN=C=NCCCN(C)C.Cl.CCN(C(C)C)C(C)C. Product: [Cl:1][C:2]1[CH:7]=[C:6]2[NH:8][C:9](=[O:39])[C:10]3([CH:15]([C:16]4[CH:21]=[C:20]([Cl:22])[CH:19]=[CH:18][C:17]=4[O:23][C:24]([C:27](=[O:29])[N:42]([CH3:43])[CH3:41])([CH3:26])[CH3:25])[CH2:14][C:13](=[O:30])[NH:12][CH:11]3[C:31]3[CH:36]=[C:35]([Cl:37])[CH:34]=[CH:33][C:32]=3[F:38])[C:5]2=[CH:4][CH:3]=1. The catalyst class is: 630.